Predict which catalyst facilitates the given reaction. From a dataset of Catalyst prediction with 721,799 reactions and 888 catalyst types from USPTO. (1) Reactant: C([O:3][C:4](=[O:20])[CH:5]([O:8][C:9]1[CH:10]=[C:11]2[C:16](=[CH:17][CH:18]=1)[N:15]=[CH:14][C:13]([Br:19])=[CH:12]2)[CH2:6][CH3:7])C.O1CCCC1.O.O.[OH-].[Li+]. Product: [Br:19][C:13]1[CH:14]=[N:15][C:16]2[C:11]([CH:12]=1)=[CH:10][C:9]([O:8][CH:5]([CH2:6][CH3:7])[C:4]([OH:20])=[O:3])=[CH:18][CH:17]=2. The catalyst class is: 13. (2) Reactant: [CH2:1]([O:8][C:9]1[CH:10]=[C:11]([CH:15]=[CH:16][C:17]=1[O:18][CH3:19])[CH:12]=[N:13][OH:14])[C:2]1[CH:7]=[CH:6][CH:5]=[CH:4][CH:3]=1.[C:20]([O:25][CH3:26])(=[O:24])[C:21]([CH3:23])=[CH2:22].Cl[O-].[Na+]. Product: [CH2:1]([O:8][C:9]1[CH:10]=[C:11]([C:12]2[CH2:22][C:21]([CH3:23])([C:20]([O:25][CH3:26])=[O:24])[O:14][N:13]=2)[CH:15]=[CH:16][C:17]=1[O:18][CH3:19])[C:2]1[CH:7]=[CH:6][CH:5]=[CH:4][CH:3]=1. The catalyst class is: 7.